This data is from Reaction yield outcomes from USPTO patents with 853,638 reactions. The task is: Predict the reaction yield, written as a fraction of the theoretical maximum amount of product (1.0 means a 100% yield; for example, 0.34 means a 34% yield). (1) The reactants are [CH:1]([C:3]1[CH:12]=[CH:11][C:6]([C:7]([O:9][CH3:10])=[O:8])=[CH:5][C:4]=1[O:13][CH3:14])=O.Cl.[NH2:16]O.O.C(=O)([O-])O.[Na+]. The catalyst is C(O)=O. The product is [C:1]([C:3]1[CH:12]=[CH:11][C:6]([C:7]([O:9][CH3:10])=[O:8])=[CH:5][C:4]=1[O:13][CH3:14])#[N:16]. The yield is 0.910. (2) The reactants are O1[C:5]2([CH2:10][CH2:9][CH:8]([N:11]3[C:16](=[O:17])[C:15]([CH2:18][C:19]4[CH:24]=[CH:23][C:22]([C:25]5[CH:30]=[CH:29][CH:28]=[CH:27][C:26]=5[C:31]5[NH:35][C:34](=[O:36])[O:33][N:32]=5)=[CH:21][CH:20]=4)=[C:14]([CH2:37][CH2:38][CH3:39])[N:13]4[N:40]=[C:41]([CH3:43])[N:42]=[C:12]34)[CH2:7][CH2:6]2)[O:4]CC1.Cl. The catalyst is O1CCCC1. The product is [CH3:43][C:41]1[N:42]=[C:12]2[N:11]([CH:8]3[CH2:9][CH2:10][C:5](=[O:4])[CH2:6][CH2:7]3)[C:16](=[O:17])[C:15]([CH2:18][C:19]3[CH:20]=[CH:21][C:22]([C:25]4[CH:30]=[CH:29][CH:28]=[CH:27][C:26]=4[C:31]4[NH:35][C:34](=[O:36])[O:33][N:32]=4)=[CH:23][CH:24]=3)=[C:14]([CH2:37][CH2:38][CH3:39])[N:13]2[N:40]=1. The yield is 0.440.